Dataset: Forward reaction prediction with 1.9M reactions from USPTO patents (1976-2016). Task: Predict the product of the given reaction. (1) Given the reactants [CH:1]1([C:7]([N:9]2[CH2:15][C:14]3[CH:16]=[CH:17][C:18]([C:20]([O:22]C)=O)=[CH:19][C:13]=3[O:12][CH2:11][CH2:10]2)=[O:8])[CH2:6][CH2:5][CH2:4][CH2:3][CH2:2]1.[NH2:24][OH:25].[OH-].[Na+], predict the reaction product. The product is: [CH:1]1([C:7]([N:9]2[CH2:15][C:14]3[CH:16]=[CH:17][C:18]([C:20]([NH:24][OH:25])=[O:22])=[CH:19][C:13]=3[O:12][CH2:11][CH2:10]2)=[O:8])[CH2:6][CH2:5][CH2:4][CH2:3][CH2:2]1. (2) Given the reactants [Si](Cl)(C)(C)C.BrCCBr.Br[C:11]1[S:12][CH:13]=[CH:14][N:15]=1.Br[C:17]1[CH2:22][CH2:21][CH2:20][C:19](=[O:23])[CH:18]=1.[Cl-].[NH4+], predict the reaction product. The product is: [S:12]1[CH:13]=[CH:14][N:15]=[C:11]1[C:17]1[CH2:22][CH2:21][CH2:20][C:19](=[O:23])[CH:18]=1.